This data is from Reaction yield outcomes from USPTO patents with 853,638 reactions. The task is: Predict the reaction yield, written as a fraction of the theoretical maximum amount of product (1.0 means a 100% yield; for example, 0.34 means a 34% yield). (1) The reactants are [C:1]([O:5][C:6](=[O:26])[C:7]1[CH:12]=[CH:11][C:10]([CH2:13][N:14]2[CH:23]=[CH:22][C:21]3[C:16](=[CH:17][C:18](Br)=[CH:19][CH:20]=3)[C:15]2=[O:25])=[CH:9][CH:8]=1)([CH3:4])([CH3:3])[CH3:2].[NH3:27]. The catalyst is [Cu]. The product is [C:1]([O:5][C:6](=[O:26])[C:7]1[CH:12]=[CH:11][C:10]([CH2:13][N:14]2[CH:23]=[CH:22][C:21]3[C:16](=[CH:17][C:18]([NH2:27])=[CH:19][CH:20]=3)[C:15]2=[O:25])=[CH:9][CH:8]=1)([CH3:4])([CH3:3])[CH3:2]. The yield is 0.682. (2) The reactants are [Cl:1][C:2]1[CH:3]=[C:4]([CH:42]=[CH:43][CH:44]=1)[CH2:5][N:6]1[C:14]2[C:9](=[CH:10][C:11]([O:15][CH2:16][CH2:17]OS(C3C=CC(C)=CC=3)(=O)=O)=[CH:12][CH:13]=2)[C:8]([S:29]([C:32]2[C:41]3[C:36](=[CH:37][CH:38]=[CH:39][CH:40]=3)[CH:35]=[CH:34][CH:33]=2)(=[O:31])=[O:30])=[N:7]1.[NH:45]1[CH2:49][CH2:48][CH2:47][CH2:46]1. The catalyst is C1COCC1. The product is [Cl:1][C:2]1[CH:3]=[C:4]([CH:42]=[CH:43][CH:44]=1)[CH2:5][N:6]1[C:14]2[C:9](=[CH:10][C:11]([O:15][CH2:16][CH2:17][N:45]3[CH2:49][CH2:48][CH2:47][CH2:46]3)=[CH:12][CH:13]=2)[C:8]([S:29]([C:32]2[C:41]3[C:40](=[CH:39][CH:38]=[CH:37][CH:36]=3)[CH:35]=[CH:34][CH:33]=2)(=[O:30])=[O:31])=[N:7]1. The yield is 0.878. (3) The reactants are [C:1]([C:5]1[CH:9]=[C:8]([NH:10][C:11]([NH:13][C@@H:14]2[C:23]3[C:18](=[CH:19][CH:20]=[CH:21][CH:22]=3)[C@H:17]([O:24][C:25]3[CH:26]=[CH:27][C:28]4[N:29]([C:31]([N:34]5[CH2:39][CH2:38][CH2:37][CH2:36][C@@H:35]5[CH3:40])=[N:32][N:33]=4)[CH:30]=3)[CH2:16][CH2:15]2)=[O:12])[N:7]([C:41]2[CH:42]=[C:43]([CH:52]=[CH:53][CH:54]=2)[O:44][CH2:45][CH2:46][O:47]S(C)(=O)=O)[N:6]=1)([CH3:4])([CH3:3])[CH3:2].[CH2:55]([NH:57][CH3:58])[CH3:56].C1C[O:62]CC1. No catalyst specified. The product is [CH:46]([OH:47])=[O:62].[C:1]([C:5]1[CH:9]=[C:8]([NH:10][C:11]([NH:13][C@@H:14]2[C:23]3[C:18](=[CH:19][CH:20]=[CH:21][CH:22]=3)[C@H:17]([O:24][C:25]3[CH:26]=[CH:27][C:28]4[N:29]([C:31]([N:34]5[CH2:39][CH2:38][CH2:37][CH2:36][C@@H:35]5[CH3:40])=[N:32][N:33]=4)[CH:30]=3)[CH2:16][CH2:15]2)=[O:12])[N:7]([C:41]2[CH:54]=[CH:53][CH:52]=[C:43]([O:44][CH2:45][CH2:46][N:57]([CH2:55][CH3:56])[CH3:58])[CH:42]=2)[N:6]=1)([CH3:4])([CH3:3])[CH3:2]. The yield is 0.500. (4) The reactants are [C:1]1([N:7]=[C:8]=[O:9])[CH:6]=[CH:5][CH:4]=[CH:3][CH:2]=1.C(N(CC)CC)C.[Si]([O:24][C:25]1[CH:30]=[C:29]([O:31][Si](C(C)(C)C)(C)C)[CH:28]=[CH:27][C:26]=1[C@@H:39]1[CH2:44][CH2:43][C@H:42]([NH2:45])[CH2:41][CH2:40]1)(C(C)(C)C)(C)C. The catalyst is CN(C)C1C=CN=CC=1.ClC(Cl)C. The product is [OH:24][C:25]1[CH:30]=[C:29]([OH:31])[CH:28]=[CH:27][C:26]=1[C@@H:39]1[CH2:40][CH2:41][C@H:42]([NH:45][C:8]([NH:7][C:1]2[CH:6]=[CH:5][CH:4]=[CH:3][CH:2]=2)=[O:9])[CH2:43][CH2:44]1. The yield is 0.300. (5) The reactants are [Br:1][C:2]1[CH:3]=[C:4]2[C:9](=[CH:10][CH:11]=1)[CH:8]=[C:7]([C:12]([OH:14])=O)[CH:6]=[CH:5]2.C(Cl)(=O)C([Cl:18])=O. The catalyst is ClCCl.CN(C=O)C. The product is [Br:1][C:2]1[CH:3]=[C:4]2[C:9](=[CH:10][CH:11]=1)[CH:8]=[C:7]([C:12]([Cl:18])=[O:14])[CH:6]=[CH:5]2. The yield is 1.00. (6) The reactants are [NH2:1][C:2]1[N:7]=[CH:6][N:5]=[C:4]([N:8]2[C:12]3[CH:13]=[C:14]([C:17]#[C:18][CH:19]([CH:21]4[CH2:24][CH:23]([O:25][Si](C(C)(C)C)(C)C)[CH2:22]4)[OH:20])[CH:15]=[CH:16][C:11]=3[N:10]=[C:9]2[CH3:33])[N:3]=1.[F-].C([N+](CCCC)(CCCC)CCCC)CCC. The catalyst is O1CCCC1. The product is [NH2:1][C:2]1[N:7]=[CH:6][N:5]=[C:4]([N:8]2[C:12]3[CH:13]=[C:14]([C:17]#[C:18][CH:19]([CH:21]4[CH2:22][CH:23]([OH:25])[CH2:24]4)[OH:20])[CH:15]=[CH:16][C:11]=3[N:10]=[C:9]2[CH3:33])[N:3]=1. The yield is 0.570. (7) The reactants are Cl.NC[CH2:4][C:5]1[CH:6]=[C:7](B(O)O)[CH:8]=[CH:9][CH:10]=1.Br[C:15]1[CH:20]=[CH:19][C:18]([C:21]([F:24])([F:23])[F:22])=[CH:17][CH:16]=1.P([O-])([O-])([O-])=O.[K+].[K+].[K+].[N:33]#N. The catalyst is C(COC)OC.O.C1C=CC([P]([Pd]([P](C2C=CC=CC=2)(C2C=CC=CC=2)C2C=CC=CC=2)([P](C2C=CC=CC=2)(C2C=CC=CC=2)C2C=CC=CC=2)[P](C2C=CC=CC=2)(C2C=CC=CC=2)C2C=CC=CC=2)(C2C=CC=CC=2)C2C=CC=CC=2)=CC=1. The product is [F:22][C:21]([F:24])([F:23])[C:18]1[CH:19]=[CH:20][C:15]([C:9]2[CH:8]=[CH:7][CH:6]=[C:5]([CH2:4][NH2:33])[CH:10]=2)=[CH:16][CH:17]=1. The yield is 0.690.